From a dataset of Drug-target binding data from BindingDB using IC50 measurements. Regression. Given a target protein amino acid sequence and a drug SMILES string, predict the binding affinity score between them. We predict pIC50 (pIC50 = -log10(IC50 in M); higher means more potent). Dataset: bindingdb_ic50. The drug is CC(C)[C@H](CO)Nc1nc(Nc2ccc(C(=O)O)c(Cl)c2)c2ncn(C(C)C)c2n1. The target protein sequence is MEDYSKIEKIGEGTYGVVYKGRCKKDGSIVALKKIRLESEEEGVPSTAIREISLLKELQHPNVVNLSNVLMQESRLYLVFEFLTMDLKKYMETLRGTTMDPALVKSYLHQIVQGILFCHCRRVLHRDLKPQNLLIDEKGIIKLADFGLARAFGIPVRVYTHEVVTLWYRAPEVLLGSPRYSTPVDVWSIGCIFAEMVTKRPLFHGDSEIDQLFRIFRTPGTPTDKTWPGVTELPDHKSTFPKWTTNNLAKSVKTLTLRNDLLQKMLIYDPAKRISCKAALSHPYLKDFEGGTVLPTRLGQ. The pIC50 is 7.3.